Predict the reactants needed to synthesize the given product. From a dataset of Full USPTO retrosynthesis dataset with 1.9M reactions from patents (1976-2016). (1) Given the product [F:17][C:14]1[CH:15]=[CH:16][C:11]2[N:12]([C:8]([C:6]3[N:5]=[C:4]([NH:18][C@@H:19]4[CH2:24][CH2:23][CH2:22][N:21]([C:25]([O:27][C:28]([CH3:31])([CH3:30])[CH3:29])=[O:26])[CH2:20]4)[CH:3]=[C:2]([NH:41][CH2:40][C:37]4[CH:38]=[CH:39][C:34]([O:33][CH3:32])=[CH:35][CH:36]=4)[N:7]=3)=[CH:9][N:10]=2)[CH:13]=1, predict the reactants needed to synthesize it. The reactants are: Cl[C:2]1[N:7]=[C:6]([C:8]2[N:12]3[CH:13]=[C:14]([F:17])[CH:15]=[CH:16][C:11]3=[N:10][CH:9]=2)[N:5]=[C:4]([NH:18][C@@H:19]2[CH2:24][CH2:23][CH2:22][N:21]([C:25]([O:27][C:28]([CH3:31])([CH3:30])[CH3:29])=[O:26])[CH2:20]2)[CH:3]=1.[CH3:32][O:33][C:34]1[CH:39]=[CH:38][C:37]([CH2:40][NH2:41])=[CH:36][CH:35]=1.C(OC(N1CCC[C@@H](NC2N=C(C3N4C=C(F)C=CC4=NC=3)N=C(N3CCN(C(OCC4C=CC=CC=4)=O)CC3)C=2)C1)=O)(C)(C)C. (2) Given the product [ClH:31].[ClH:31].[F:29][C:26]1[CH:27]=[CH:28][C:23]([C@H:10]([CH2:11][CH2:12][N:13]2[CH2:14][CH:15]([N:17]3[CH2:22][CH2:21][O:20][CH2:19][CH2:18]3)[CH2:16]2)[CH2:9][NH:7][CH3:6])=[CH:24][CH:25]=1, predict the reactants needed to synthesize it. The reactants are: C(O[C:6](=O)[N:7]([CH2:9][C@H:10]([C:23]1[CH:28]=[CH:27][C:26]([F:29])=[CH:25][CH:24]=1)[CH2:11][CH2:12][N:13]1[CH2:16][CH:15]([N:17]2[CH2:22][CH2:21][O:20][CH2:19][CH2:18]2)[CH2:14]1)C)(C)(C)C.[ClH:31]. (3) Given the product [F:29][C:25]1[N:24]=[C:23]([C:19]2[N:18]([CH2:17][C:11]3[C:12]([CH2:14][CH2:15][CH3:16])=[CH:13][C:8]4[N:9]([CH:30]=[C:6]([C:4]([NH2:32])=[O:3])[N:7]=4)[N:10]=3)[CH:22]=[CH:21][N:20]=2)[CH:28]=[CH:27][CH:26]=1, predict the reactants needed to synthesize it. The reactants are: C([O:3][C:4]([C:6]1[N:7]=[C:8]2[CH:13]=[C:12]([CH2:14][CH2:15][CH3:16])[C:11]([CH2:17][N:18]3[CH:22]=[CH:21][N:20]=[C:19]3[C:23]3[CH:28]=[CH:27][CH:26]=[C:25]([F:29])[N:24]=3)=[N:10][N:9]2[CH:30]=1)=O)C.[OH-].[NH4+:32]. (4) Given the product [NH2:12][C:8]1[CH:9]=[C:2]([Br:1])[CH:3]=[C:4]([F:11])[C:5]=1[C:6]#[N:7], predict the reactants needed to synthesize it. The reactants are: [Br:1][C:2]1[CH:9]=[C:8](F)[C:5]([C:6]#[N:7])=[C:4]([F:11])[CH:3]=1.[NH3:12]. (5) Given the product [N:1]1([C:6]2[CH:25]=[CH:24][C:9]([CH2:10][C:11]3[C:12]([O:22][CH3:23])=[CH:13][C:14]([O:21][S:35]([C:38]([F:41])([F:40])[F:39])(=[O:37])=[O:36])=[C:15]([CH:20]=3)[C:16]([O:18][CH3:19])=[O:17])=[CH:8][CH:7]=2)[CH:5]=[CH:4][CH:3]=[N:2]1, predict the reactants needed to synthesize it. The reactants are: [N:1]1([C:6]2[CH:25]=[CH:24][C:9]([CH2:10][C:11]3[C:12]([O:22][CH3:23])=[CH:13][C:14]([OH:21])=[C:15]([CH:20]=3)[C:16]([O:18][CH3:19])=[O:17])=[CH:8][CH:7]=2)[CH:5]=[CH:4][CH:3]=[N:2]1.[H-].[Na+].C1C=CC(N([S:35]([C:38]([F:41])([F:40])[F:39])(=[O:37])=[O:36])[S:35]([C:38]([F:41])([F:40])[F:39])(=[O:37])=[O:36])=CC=1.Cl.